Predict which catalyst facilitates the given reaction. From a dataset of Catalyst prediction with 721,799 reactions and 888 catalyst types from USPTO. (1) Reactant: Br[C:2]1[S:10][C:9]2[C:8](=[O:11])[N:7]([C:12]3[CH:23]=[CH:22][C:15]([O:16][CH2:17][C:18]([CH3:21])([OH:20])[CH3:19])=[C:14]([O:24][CH3:25])[CH:13]=3)[CH:6]=[N:5][C:4]=2[CH:3]=1.[Cl:26][C:27]1[CH:32]=[C:31]([Cl:33])[CH:30]=[CH:29][C:28]=1B(O)O.C([O-])([O-])=O.[Na+].[Na+].N#N. Product: [Cl:26][C:27]1[CH:32]=[C:31]([Cl:33])[CH:30]=[CH:29][C:28]=1[C:2]1[S:10][C:9]2[C:8](=[O:11])[N:7]([C:12]3[CH:23]=[CH:22][C:15]([O:16][CH2:17][C:18]([CH3:21])([OH:20])[CH3:19])=[C:14]([O:24][CH3:25])[CH:13]=3)[CH:6]=[N:5][C:4]=2[CH:3]=1. The catalyst class is: 73. (2) Reactant: [F:1][C:2]1[CH:43]=[CH:42][C:5]([CH2:6][N:7]2[CH:11]=[C:10]([C:12]3[C:20]4[C:15](=[N:16][CH:17]=[C:18]([C:21]5[CH:22]=[C:23]([NH:27][S:28]([CH3:31])(=[O:30])=[O:29])[CH:24]=[CH:25][CH:26]=5)[CH:19]=4)[N:14](S(C4C=CC(C)=CC=4)(=O)=O)[CH:13]=3)[CH:9]=[N:8]2)=[CH:4][CH:3]=1.[OH-].[Li+]. Product: [F:1][C:2]1[CH:3]=[CH:4][C:5]([CH2:6][N:7]2[CH:11]=[C:10]([C:12]3[C:20]4[C:15](=[N:16][CH:17]=[C:18]([C:21]5[CH:22]=[C:23]([NH:27][S:28]([CH3:31])(=[O:30])=[O:29])[CH:24]=[CH:25][CH:26]=5)[CH:19]=4)[NH:14][CH:13]=3)[CH:9]=[N:8]2)=[CH:42][CH:43]=1. The catalyst class is: 278. (3) Reactant: [C:1]([C:5]1[CH:9]=[C:8]([NH2:10])[N:7]([CH2:11][CH2:12][CH2:13][CH3:14])[N:6]=1)([CH3:4])([CH3:3])[CH3:2].C(N(CC)CC)C.[F:22][C:23]([F:34])([F:33])[C:24](O[C:24](=[O:25])[C:23]([F:34])([F:33])[F:22])=[O:25]. Product: [C:1]([C:5]1[CH:9]=[C:8]([NH:10][C:24](=[O:25])[C:23]([F:34])([F:33])[F:22])[N:7]([CH2:11][CH2:12][CH2:13][CH3:14])[N:6]=1)([CH3:4])([CH3:3])[CH3:2]. The catalyst class is: 2. (4) Reactant: [Cl:1][C:2]1[C:11]2[C:6](=[CH:7][CH:8]=[CH:9][CH:10]=2)[CH:5]=[CH:4][N:3]=1.[N+:12]([O-])([OH:14])=[O:13].[N+]([O-])([O-])=O.[K+]. Product: [Cl:1][C:2]1[C:11]2[C:6](=[C:7]([N+:12]([O-:14])=[O:13])[CH:8]=[CH:9][CH:10]=2)[CH:5]=[CH:4][N:3]=1. The catalyst class is: 82. (5) Reactant: [OH:1][C:2]1[CH:3]=[C:4]([CH:10]=[CH:11][CH:12]=1)[C:5]([O:7][CH2:8][CH3:9])=[O:6].[C:13]1(B(O)O)[CH:18]=[CH:17][CH:16]=[CH:15][CH:14]=1.N1C=CC=CC=1. Product: [O:1]([C:2]1[CH:3]=[C:4]([CH:10]=[CH:11][CH:12]=1)[C:5]([O:7][CH2:8][CH3:9])=[O:6])[C:13]1[CH:18]=[CH:17][CH:16]=[CH:15][CH:14]=1. The catalyst class is: 221.